This data is from Peptide-MHC class II binding affinity with 134,281 pairs from IEDB. The task is: Regression. Given a peptide amino acid sequence and an MHC pseudo amino acid sequence, predict their binding affinity value. This is MHC class II binding data. (1) The peptide sequence is QPFPKTVWEQILNTW. The MHC is DRB1_0301 with pseudo-sequence DRB1_0301. The binding affinity (normalized) is 0.0718. (2) The peptide sequence is GEIYKRWIILGLNKIVRMY. The MHC is DRB1_0802 with pseudo-sequence DRB1_0802. The binding affinity (normalized) is 0.671. (3) The peptide sequence is AAEILRPTKRFPPALPIWAR. The MHC is DRB1_0301 with pseudo-sequence DRB1_0301. The binding affinity (normalized) is 0.536. (4) The peptide sequence is QLSRKTFDTEYQKTK. The binding affinity (normalized) is 0.179. The MHC is DRB1_0101 with pseudo-sequence DRB1_0101. (5) The peptide sequence is EVYEARLTKFKYLAG. The MHC is DRB1_1201 with pseudo-sequence DRB1_1201. The binding affinity (normalized) is 0.611. (6) The peptide sequence is SQDLELSWNLNGLQAY. The MHC is HLA-DPA10201-DPB10501 with pseudo-sequence HLA-DPA10201-DPB10501. The binding affinity (normalized) is 0.0979.